This data is from Reaction yield outcomes from USPTO patents with 853,638 reactions. The task is: Predict the reaction yield, written as a fraction of the theoretical maximum amount of product (1.0 means a 100% yield; for example, 0.34 means a 34% yield). (1) The reactants are [C:1]([CH:5]1[CH2:10][CH2:9][CH:8]([CH2:11][C:12]2[CH:13]=[C:14]3[C:19](=[CH:20][CH:21]=2)[CH:18]=[C:17]([CH2:22][N:23]2[CH2:28][CH2:27][CH:26]([C:29]([O:31]CC)=[O:30])[CH2:25][CH2:24]2)[CH:16]=[CH:15]3)[CH2:7][CH2:6]1)([CH3:4])([CH3:3])[CH3:2].[OH-].[Na+].O.Cl. The catalyst is CO. The product is [C:1]([CH:5]1[CH2:6][CH2:7][CH:8]([CH2:11][C:12]2[CH:13]=[C:14]3[C:19](=[CH:20][CH:21]=2)[CH:18]=[C:17]([CH2:22][N:23]2[CH2:28][CH2:27][CH:26]([C:29]([OH:31])=[O:30])[CH2:25][CH2:24]2)[CH:16]=[CH:15]3)[CH2:9][CH2:10]1)([CH3:4])([CH3:2])[CH3:3]. The yield is 0.850. (2) The reactants are C(OC([N:8]1[C:12]2[CH:13]=[CH:14][CH:15]=[CH:16][C:11]=2[N:10]=[C:9]1[CH2:17][N:18]([CH2:29][C:30]1[CH:35]=[CH:34][C:33]([CH2:36][NH:37]C(OC(C)(C)C)=O)=[CH:32][CH:31]=1)[CH:19]1[CH2:28][C:27]2[N:26]=[CH:25][CH:24]=[CH:23][C:22]=2[CH2:21][CH2:20]1)=O)(C)(C)C.C(O)(C(F)(F)F)=O. The catalyst is C(Cl)Cl. The product is [NH2:37][CH2:36][C:33]1[CH:32]=[CH:31][C:30]([CH2:29][N:18]([CH2:17][C:9]2[NH:8][C:12]3[CH:13]=[CH:14][CH:15]=[CH:16][C:11]=3[N:10]=2)[CH:19]2[CH2:28][C:27]3[N:26]=[CH:25][CH:24]=[CH:23][C:22]=3[CH2:21][CH2:20]2)=[CH:35][CH:34]=1. The yield is 0.890. (3) The reactants are [CH:1]1([N:7]=[C:8]=[O:9])[CH2:6][CH2:5][CH2:4][CH2:3][CH2:2]1.[CH:10]1([NH2:15])[CH2:14][CH2:13][CH2:12][CH2:11]1.NC(N)=O.[C:20](Cl)(=[O:25])[CH2:21][C:22](Cl)=[O:23]. The catalyst is ClCCl. The product is [CH:1]1([N:7]2[C:22](=[O:23])[CH2:21][C:20](=[O:25])[N:15]([CH:10]3[CH2:14][CH2:13][CH2:12][CH2:11]3)[C:8]2=[O:9])[CH2:6][CH2:5][CH2:4][CH2:3][CH2:2]1. The yield is 0.580. (4) The reactants are [OH:1][CH2:2][CH2:3][N:4]1[CH2:9][CH2:8][C@H:7]([C:10]2[CH:15]=[CH:14][C:13]([NH:16][C:17]3[N:22]=[CH:21][C:20]4=[CH:23][CH:24]=[C:25]([C:26]5[CH:31]=[CH:30][CH:29]=[CH:28][C:27]=5[O:32][CH3:33])[N:19]4[N:18]=3)=[C:12]([O:34][CH3:35])[CH:11]=2)[C@@H:6]([OH:36])[CH2:5]1.C(N(CC)CC)C.C(Cl)Cl.[Br:47][C:48]1[CH:56]=[CH:55][C:51]([C:52](Cl)=[O:53])=[CH:50][CH:49]=1. No catalyst specified. The product is [OH:36][C@@H:6]1[C@@H:7]([C:10]2[CH:15]=[CH:14][C:13]([NH:16][C:17]3[N:22]=[CH:21][C:20]4=[CH:23][CH:24]=[C:25]([C:26]5[CH:31]=[CH:30][CH:29]=[CH:28][C:27]=5[O:32][CH3:33])[N:19]4[N:18]=3)=[C:12]([O:34][CH3:35])[CH:11]=2)[CH2:8][CH2:9][N:4]([CH2:3][CH2:2][O:1][C:52](=[O:53])[C:51]2[CH:55]=[CH:56][C:48]([Br:47])=[CH:49][CH:50]=2)[CH2:5]1. The yield is 0.600. (5) The reactants are [CH:1]1([N:7]2[C:15]3[C:14](=[O:16])[NH:13][C:12]([C:17]4[CH:22]=[CH:21][C:20](/[CH:23]=[CH:24]/[C:25]([O:27][CH3:28])=[O:26])=[CH:19][C:18]=4[O:29][CH3:30])=[N:11][C:10]=3[C:9]([CH3:31])=[N:8]2)[CH2:6][CH2:5][CH2:4][CH2:3][CH2:2]1.[H][H]. The catalyst is [Pt]=O.O1CCCC1. The product is [CH:1]1([N:7]2[C:15]3[C:14](=[O:16])[NH:13][C:12]([C:17]4[CH:22]=[CH:21][C:20]([CH2:23][CH2:24][C:25]([O:27][CH3:28])=[O:26])=[CH:19][C:18]=4[O:29][CH3:30])=[N:11][C:10]=3[C:9]([CH3:31])=[N:8]2)[CH2:2][CH2:3][CH2:4][CH2:5][CH2:6]1. The yield is 0.820. (6) The reactants are Cl[C:2]1[CH:7]=[C:6]([Cl:8])[N:5]=[CH:4][N:3]=1.[NH:9]1[CH:13]=[CH:12][CH:11]=[N:10]1.C(=O)([O-])[O-].[Cs+].[Cs+].O. The catalyst is CN(C=O)C. The product is [Cl:8][C:6]1[CH:7]=[C:2]([N:9]2[CH:13]=[CH:12][CH:11]=[N:10]2)[N:3]=[CH:4][N:5]=1. The yield is 0.660. (7) The reactants are [CH3:1][N:2]1[C:7](=[O:8])[C:6]2[CH:9]=[C:10]([C:12]3[CH:17]=[C:16]([S:18]([N:21]4[CH2:26][CH2:25][N:24]([CH3:27])[CH2:23][CH2:22]4)(=[O:20])=[O:19])[CH:15]=[CH:14][C:13]=3[O:28][CH2:29][CH2:30][CH3:31])[NH:11][C:5]=2[N:4]([CH2:32][CH2:33][CH3:34])[C:3]1=[O:35]. The catalyst is ClCCl. The product is [CH3:1][N:2]([CH2:7][C:9]1[C:6]2[C:7](=[O:8])[N:2]([CH3:1])[C:3](=[O:35])[N:4]([CH2:32][CH2:33][CH3:34])[C:5]=2[NH:11][C:10]=1[C:12]1[CH:17]=[C:16]([S:18]([N:21]2[CH2:22][CH2:23][N:24]([CH3:27])[CH2:25][CH2:26]2)(=[O:20])=[O:19])[CH:15]=[CH:14][C:13]=1[O:28][CH2:29][CH2:30][CH3:31])[CH3:3]. The yield is 0.950. (8) The reactants are [NH2:1][C:2]1[N:6]([C:7]2[CH:16]=[CH:15][C:10]3[NH:11][C:12]([CH3:14])=[N:13][C:9]=3[CH:8]=2)[N:5]=[CH:4][C:3]=1[C:17]([C:19]1[NH:20][C:21]2[C:26]([CH:27]=1)=[CH:25][CH:24]=[C:23]([OH:28])[CH:22]=2)=[O:18].[O:29]1[CH2:32][CH:31](OS(C2C=CC(C)=CC=2)(=O)=O)[CH2:30]1.C(=O)([O-])[O-].[K+].[K+].O. The catalyst is CN(C)C=O. The product is [NH2:1][C:2]1[N:6]([C:7]2[CH:16]=[CH:15][C:10]3[NH:11][C:12]([CH3:14])=[N:13][C:9]=3[CH:8]=2)[N:5]=[CH:4][C:3]=1[C:17]([C:19]1[NH:20][C:21]2[C:26]([CH:27]=1)=[CH:25][CH:24]=[C:23]([O:28][CH:31]1[CH2:32][O:29][CH2:30]1)[CH:22]=2)=[O:18]. The yield is 0.290. (9) The reactants are [CH2:1]1[CH:6]2[CH2:7][C:8]3([NH2:11])[CH2:10][CH:4]([CH2:5]2)[CH2:3][CH:2]1[CH2:9]3.Cl[CH2:13][C:14]1[S:18][C:17]([CH3:19])=[N:16][CH:15]=1. No catalyst specified. The product is [CH3:19][C:17]1[S:18][C:14]([CH2:13][N:11]([CH2:13][C:14]2[S:18][C:17]([CH3:19])=[N:16][CH:15]=2)[C:8]23[CH2:10][CH:4]4[CH2:5][CH:6]([CH2:1][CH:2]([CH2:3]4)[CH2:9]2)[CH2:7]3)=[CH:15][N:16]=1. The yield is 0.800. (10) The reactants are [CH:1]1([C:4](Cl)=[O:5])[CH2:3][CH2:2]1.[Al+3].[Cl-].[Cl-].[Cl-].[CH3:11][C:12]1([CH3:21])[S:16][C:15]2[CH:17]=[CH:18][CH:19]=[CH:20][C:14]=2[O:13]1.[OH-].[Na+]. The catalyst is C(Cl)Cl. The product is [CH:1]1([C:4]([C:18]2[CH:19]=[CH:20][C:14]3[O:13][C:12]([CH3:11])([CH3:21])[S:16][C:15]=3[CH:17]=2)=[O:5])[CH2:3][CH2:2]1. The yield is 0.180.